This data is from Catalyst prediction with 721,799 reactions and 888 catalyst types from USPTO. The task is: Predict which catalyst facilitates the given reaction. (1) Reactant: CN(C)CCCN=C=NCC.[CH3:12][O:13][CH2:14][CH2:15][NH:16][C:17]1[CH:22]=[CH:21][C:20]([C:23]2[CH:28]=[CH:27][CH:26]=[CH:25][CH:24]=2)=[CH:19][C:18]=1[N+:29]([O-])=O.[N:32]([C:35]1[CH:44]=[CH:43][C:38]([C:39]([O:41][CH3:42])=[O:40])=[CH:37][CH:36]=1)=[C:33]=S. Product: [CH3:12][O:13][CH2:14][CH2:15][N:16]1[C:17]2[CH:22]=[CH:21][C:20]([C:23]3[CH:28]=[CH:27][CH:26]=[CH:25][CH:24]=3)=[CH:19][C:18]=2[N:29]=[C:33]1[NH:32][C:35]1[CH:44]=[CH:43][C:38]([C:39]([O:41][CH3:42])=[O:40])=[CH:37][CH:36]=1. The catalyst class is: 54. (2) Reactant: C([O-])(=O)C.[K+].[B:14]1([B:14]2[O:19][CH2:18][C:17]([CH3:21])([CH3:20])[CH2:16][O:15]2)[O:19][CH2:18][C:17]([CH3:21])([CH3:20])[CH2:16][O:15]1.I[C:23]1[CH:24]=[C:25]([C:31]2[C:35]([CH3:36])=[C:34]([C:37]([O:39][CH3:40])=[O:38])[N:33]([CH3:41])[N:32]=2)[CH:26]=[CH:27][C:28]=1[O:29][CH3:30]. Product: [CH3:21][C:17]1([CH3:20])[CH2:16][O:15][B:14]([C:23]2[CH:24]=[C:25]([C:31]3[C:35]([CH3:36])=[C:34]([C:37]([O:39][CH3:40])=[O:38])[N:33]([CH3:41])[N:32]=3)[CH:26]=[CH:27][C:28]=2[O:29][CH3:30])[O:19][CH2:18]1. The catalyst class is: 16. (3) Reactant: [Cl-].O[NH3+:3].[C:4](=[O:7])([O-])[OH:5].[Na+].CS(C)=O.[CH:13]1([C:16]2[S:48][C:19]3[N:20]([CH2:33][C:34]4[CH:39]=[CH:38][C:37]([C:40]5[C:41]([C:46]#[N:47])=[CH:42][CH:43]=[CH:44][CH:45]=5)=[CH:36][CH:35]=4)[C:21](=[O:32])[N:22]([CH2:25][CH:26]([OH:31])[C:27]([CH3:30])([CH3:29])[CH3:28])[C:23](=[O:24])[C:18]=3[CH:17]=2)[CH2:15][CH2:14]1. Product: [CH:13]1([C:16]2[S:48][C:19]3[N:20]([CH2:33][C:34]4[CH:35]=[CH:36][C:37]([C:40]5[CH:45]=[CH:44][CH:43]=[CH:42][C:41]=5[C:46]5[NH:3][C:4](=[O:7])[O:5][N:47]=5)=[CH:38][CH:39]=4)[C:21](=[O:32])[N:22]([CH2:25][CH:26]([OH:31])[C:27]([CH3:28])([CH3:30])[CH3:29])[C:23](=[O:24])[C:18]=3[CH:17]=2)[CH2:15][CH2:14]1. The catalyst class is: 69. (4) Product: [CH3:23][O:24][C:25]1[CH:30]=[CH:29][C:28]([C:31]2[CH:36]=[CH:35][N:34]([C:15]3[CH:16]=[CH:17][C:18]4[C:10]5[CH2:9][N:8]([C:6]([O:5][C:1]([CH3:4])([CH3:3])[CH3:2])=[O:7])[CH2:22][CH2:21][C:11]=5[N:12]([CH3:20])[C:13]=4[CH:14]=3)[C:33](=[O:37])[CH:32]=2)=[CH:27][CH:26]=1. The catalyst class is: 846. Reactant: [C:1]([O:5][C:6]([N:8]1[CH2:22][CH2:21][C:11]2[N:12]([CH3:20])[C:13]3[CH:14]=[C:15](Br)[CH:16]=[CH:17][C:18]=3[C:10]=2[CH2:9]1)=[O:7])([CH3:4])([CH3:3])[CH3:2].[CH3:23][O:24][C:25]1[CH:30]=[CH:29][C:28]([C:31]2[CH:36]=[CH:35][NH:34][C:33](=[O:37])[CH:32]=2)=[CH:27][CH:26]=1.C([O-])([O-])=O.[Cs+].[Cs+].OC1C=CC=C2C=1N=CC=C2. (5) Reactant: [CH2:1]([N:6]1[C:10]([C:11]([NH:13][C:14]2[CH:18]=[C:17]([C:19]([NH:21][CH2:22][CH2:23][CH2:24][N:25]3[CH2:30][CH2:29][N:28]([CH3:31])[CH2:27][CH2:26]3)=[O:20])[N:16]([CH3:32])[CH:15]=2)=[O:12])=[CH:9][C:8]([NH:33][C:34]([C:36]2[N:37]([CH3:44])[CH:38]=[C:39]([N+:41]([O-])=O)[CH:40]=2)=[O:35])=[CH:7]1)[CH2:2][CH:3]([CH3:5])[CH3:4].[CH2:45]([OH:47])C. Product: [CH:45]([NH:41][C:39]1[CH:40]=[C:36]([C:34]([NH:33][C:8]2[CH:9]=[C:10]([C:11]([NH:13][C:14]3[CH:18]=[C:17]([C:19]([NH:21][CH2:22][CH2:23][CH2:24][N:25]4[CH2:26][CH2:27][N:28]([CH3:31])[CH2:29][CH2:30]4)=[O:20])[N:16]([CH3:32])[CH:15]=3)=[O:12])[N:6]([CH2:1][CH2:2][CH:3]([CH3:4])[CH3:5])[CH:7]=2)=[O:35])[N:37]([CH3:44])[CH:38]=1)=[O:47]. The catalyst class is: 45.